Dataset: Full USPTO retrosynthesis dataset with 1.9M reactions from patents (1976-2016). Task: Predict the reactants needed to synthesize the given product. (1) Given the product [CH3:53][C@H:31]1[C@:30]([OH:29])([C:54]([S:56][CH2:57][F:58])=[O:55])[C@:34]2([CH3:52])[C@H:33]([C@H:38]3[C@:37]([F:50])([C@@H:36]([OH:51])[CH2:35]2)[C@:47]2([CH3:48])[C:41](=[CH:42][C:43]([CH:45]=[CH:46]2)=[O:44])[C@@H:40]([F:49])[CH2:39]3)[CH2:32]1, predict the reactants needed to synthesize it. The reactants are: C1C(CN2C(=O)C=CC2=O)CCC(C(ON2C(=O)CCC2=O)=O)C1.CCC([O:29][C@@:30]1([C:54]([S:56][CH2:57][F:58])=[O:55])[C@@:34]2([CH3:52])[CH2:35][C@H:36]([OH:51])[C@:37]3([F:50])[C@:47]4([CH3:48])[C:41](=[CH:42][C:43]([CH:45]=[CH:46]4)=[O:44])[C@@H:40]([F:49])[CH2:39][C@H:38]3[C@@H:33]2[CH2:32][C@H:31]1[CH3:53])=O.[Si](=O)=O.C(O)[C@H]([C@H]([C@@H]([C@@H](CO)O)O)O)O.C(OCCCCCCCCCCCCCCCCCC)(=O)/C=C/C([O-])=O.[Na+]. (2) Given the product [CH:1]1([S:6]([NH2:10])(=[O:8])=[O:7])[CH2:5][CH2:4][CH2:3][CH2:2]1, predict the reactants needed to synthesize it. The reactants are: [CH:1]1([S:6](Cl)(=[O:8])=[O:7])[CH2:5][CH2:4][CH2:3][CH2:2]1.[NH3:10].